Task: Binary Classification. Given a drug SMILES string, predict its activity (active/inactive) in a high-throughput screening assay against a specified biological target.. Dataset: Serine/threonine kinase 33 screen with 319,792 compounds (1) The drug is O(CC(=O)Nc1c2c(ccc1)cccc2)c1c(nc(cc1)C)[N+]([O-])=O. The result is 0 (inactive). (2) The molecule is S(=O)(=O)(CCC)c1snnc1C. The result is 0 (inactive). (3) The compound is S(=O)(=O)(N1CCOCC1)c1ccc(N\N=C2\C(=O)CC(CC2=O)(C)C)cc1. The result is 0 (inactive). (4) The molecule is s1c(CC(=O)Nc2sc(nn2)c2ccncc2)ccc1. The result is 0 (inactive).